Dataset: Reaction yield outcomes from USPTO patents with 853,638 reactions. Task: Predict the reaction yield, written as a fraction of the theoretical maximum amount of product (1.0 means a 100% yield; for example, 0.34 means a 34% yield). (1) The yield is 0.470. The product is [NH2:14][C:13]1[N:44]=[C:32]([C:31]2[CH:36]=[C:27]([O:26][CH2:25][C@H:24]([NH:23][C:21](=[O:22])[O:20][C:16]([CH3:19])([CH3:18])[CH3:17])[CH2:37][CH3:38])[CH:28]=[N:29][CH:30]=2)[CH:15]=[C:7]2[C:8]=1[CH:9]=[N:10][C:11]1[CH:12]=[C:3]([O:2][CH3:1])[CH:4]=[CH:5][C:6]2=1. The reactants are [CH3:1][O:2][C:3]1[CH:12]=[C:11]2[C:6]([C:7]([CH3:15])=[C:8]([C:13]#[N:14])[CH:9]=[N:10]2)=[CH:5][CH:4]=1.[C:16]([O:20][C:21]([NH:23][C@H:24]([CH2:37][CH3:38])[CH2:25][O:26][C:27]1[CH:28]=[N:29][CH:30]=[C:31]([CH:36]=1)[C:32](OC)=O)=[O:22])([CH3:19])([CH3:18])[CH3:17].[Li+].C[Si]([N-:44][Si](C)(C)C)(C)C. The catalyst is C1COCC1.CC(O)=O. (2) The reactants are [CH2:1]([OH:5])[CH2:2][CH2:3][CH3:4].[H-].[Na+].Cl[C:9]1[CH:14]=[CH:13][C:12]([N+:15]([O-:17])=[O:16])=[CH:11][N:10]=1. The catalyst is CN(C)C=O. The product is [CH2:1]([O:5][C:9]1[CH:14]=[CH:13][C:12]([N+:15]([O-:17])=[O:16])=[CH:11][N:10]=1)[CH2:2][CH2:3][CH3:4]. The yield is 0.650. (3) The reactants are [N:1]1[O:2][N:3]=[C:4]2[C:9](=[O:10])[CH2:8][CH2:7][CH2:6][C:5]=12.CC(O[CH:16](N(C)C)[N:17]([CH3:19])[CH3:18])(C)C. The catalyst is C1COCC1. The product is [CH3:16][N:17]([CH:19]=[C:8]1[C:9](=[O:10])[C:4]2=[N:3][O:2][N:1]=[C:5]2[CH2:6][CH2:7]1)[CH3:18]. The yield is 0.570.